This data is from Peptide-MHC class I binding affinity with 185,985 pairs from IEDB/IMGT. The task is: Regression. Given a peptide amino acid sequence and an MHC pseudo amino acid sequence, predict their binding affinity value. This is MHC class I binding data. (1) The peptide sequence is EFFDTEPQL. The MHC is HLA-B27:05 with pseudo-sequence HLA-B27:05. The binding affinity (normalized) is 0.0847. (2) The peptide sequence is TVIRFWHAM. The MHC is HLA-A11:01 with pseudo-sequence HLA-A11:01. The binding affinity (normalized) is 0.576. (3) The peptide sequence is SMYPSCCCT. The MHC is HLA-A31:01 with pseudo-sequence HLA-A31:01. The binding affinity (normalized) is 0. (4) The peptide sequence is IALANIGFL. The MHC is HLA-A02:02 with pseudo-sequence HLA-A02:02. The binding affinity (normalized) is 0.283. (5) The peptide sequence is SRTPYHVNL. The MHC is HLA-B27:05 with pseudo-sequence HLA-B27:05. The binding affinity (normalized) is 0.714.